This data is from Full USPTO retrosynthesis dataset with 1.9M reactions from patents (1976-2016). The task is: Predict the reactants needed to synthesize the given product. (1) Given the product [F:15][C:12]1[C:11]2[NH:10][C:9]([C:16]([OH:18])=[O:17])=[CH:8][C:7](=[O:21])[C:6]=2[C:5]([C:3]([OH:4])=[O:2])=[CH:14][CH:13]=1, predict the reactants needed to synthesize it. The reactants are: C[O:2][C:3]([C:5]1[C:6]2[C:7](=[O:21])[CH:8]=[C:9]([C:16]([O:18]CC)=[O:17])[NH:10][C:11]=2[C:12]([F:15])=[CH:13][CH:14]=1)=[O:4]. (2) Given the product [Cl:1][C:2]1[CH:10]=[CH:9][C:8]([CH2:21][NH:20][C:18](=[O:19])[C:17]([F:24])([F:23])[F:16])=[CH:7][C:3]=1[C:4]([OH:6])=[O:5], predict the reactants needed to synthesize it. The reactants are: [Cl:1][C:2]1[CH:10]=[CH:9][CH:8]=[CH:7][C:3]=1[C:4]([OH:6])=[O:5].OS(O)(=O)=O.[F:16][C:17]([F:24])([F:23])[C:18]([NH:20][CH2:21]O)=[O:19]. (3) The reactants are: Br[C:2]1[CH:3]=[CH:4][CH:5]=[C:6]2[C:11]=1[N:10]=[CH:9][CH:8]=[C:7]2[Cl:12].[CH2:13](N(CC)CC)[CH3:14]. Given the product [Cl:12][C:7]1[C:6]2[C:11](=[C:2]([CH:13]=[CH2:14])[CH:3]=[CH:4][CH:5]=2)[N:10]=[CH:9][CH:8]=1, predict the reactants needed to synthesize it. (4) Given the product [CH:1]([C:4]1[C:8]([CH2:9][OH:10])=[CH:7][N:6]([C:14]2[CH:19]=[CH:18][C:17]([C:20]([F:22])([F:23])[F:21])=[CH:16][CH:15]=2)[N:5]=1)([CH3:3])[CH3:2], predict the reactants needed to synthesize it. The reactants are: [CH:1]([C:4]1[C:8]([C:9](OCC)=[O:10])=[CH:7][N:6]([C:14]2[CH:19]=[CH:18][C:17]([C:20]([F:23])([F:22])[F:21])=[CH:16][CH:15]=2)[N:5]=1)([CH3:3])[CH3:2].[H-].[Al+3].[Li+].[H-].[H-].[H-].O.O.O.O.O.O.O.O.O.O.[O-]S([O-])(=O)=O.[Na+].[Na+].